The task is: Predict which catalyst facilitates the given reaction.. This data is from Catalyst prediction with 721,799 reactions and 888 catalyst types from USPTO. (1) Reactant: [Cl:1][C:2]1[N:3]=[C:4]([CH3:18])[CH:5]=[C:6]2[C:11]=1[NH:10][CH:9]=[C:8]([C:12]([O:14][CH2:15][CH3:16])=[O:13])[C:7]2=[O:17].[C:19]([O-])([O-])=O.[K+].[K+].IC.O. Product: [Cl:1][C:2]1[N:3]=[C:4]([CH3:18])[CH:5]=[C:6]2[C:11]=1[N:10]([CH3:19])[CH:9]=[C:8]([C:12]([O:14][CH2:15][CH3:16])=[O:13])[C:7]2=[O:17]. The catalyst class is: 3. (2) Reactant: [NH2:1][C:2]1[S:6][C:5]2[CH2:7][CH2:8][CH2:9][CH2:10][C:4]=2[C:3]=1[C:11]([NH:13][CH3:14])=[O:12].C(=O)([O-])[O-].[K+].[K+].[Cl:21][CH2:22][CH2:23][C:24](Cl)=[O:25].CCCCCCC. The catalyst class is: 1. Product: [Cl:21][CH2:22][CH2:23][C:24]([NH:1][C:2]1[S:6][C:5]2[CH2:7][CH2:8][CH2:9][CH2:10][C:4]=2[C:3]=1[C:11]([NH:13][CH3:14])=[O:12])=[O:25].